Dataset: Reaction yield outcomes from USPTO patents with 853,638 reactions. Task: Predict the reaction yield, written as a fraction of the theoretical maximum amount of product (1.0 means a 100% yield; for example, 0.34 means a 34% yield). (1) The reactants are [Cl:1][C:2]1[CH:26]=[CH:25][C:5]([CH2:6][NH:7][C:8]([C:10]2[C:19](=[O:20])[C:18]3[C:13](=[C:14]([I:23])[CH:15]=[C:16]([CH2:21]O)[CH:17]=3)[N:12]([CH3:24])[CH:11]=2)=[O:9])=[CH:4][CH:3]=1.N1C(C)=CC(C)=CC=1C.CS([Cl:40])(=O)=O.O. The catalyst is CN(C1C=CN=CC=1)C.CN(C=O)C. The product is [Cl:1][C:2]1[CH:3]=[CH:4][C:5]([CH2:6][NH:7][C:8]([C:10]2[C:19](=[O:20])[C:18]3[C:13](=[C:14]([I:23])[CH:15]=[C:16]([CH2:21][Cl:40])[CH:17]=3)[N:12]([CH3:24])[CH:11]=2)=[O:9])=[CH:25][CH:26]=1. The yield is 0.930. (2) The reactants are [CH3:1][C:2]([CH3:11])([CH2:7][C:8]([OH:10])=[O:9])[CH2:3][C:4](O)=[O:5].C(OC(=O)C)(=O)C. The catalyst is C1COCC1. The product is [CH3:1][C:2]1([CH3:11])[CH2:7][C:8](=[O:10])[O:9][C:4](=[O:5])[CH2:3]1. The yield is 1.00. (3) The reactants are [C:1]([C:5]1[NH:6][C:7]2[C:12]([CH:13]=1)=[CH:11][CH:10]=[C:9]([N+:14]([O-])=O)[CH:8]=2)([CH3:4])([CH3:3])[CH3:2]. The catalyst is CO.[Ni]. The product is [C:1]([C:5]1[NH:6][C:7]2[C:12]([CH:13]=1)=[CH:11][CH:10]=[C:9]([NH2:14])[CH:8]=2)([CH3:4])([CH3:2])[CH3:3]. The yield is 0.890. (4) The reactants are C[O:2][C:3](=O)[CH:4]([NH:16][S:17]([C:20]1[CH:25]=[CH:24][C:23]([Cl:26])=[CH:22][CH:21]=1)(=[O:19])=[O:18])[CH:5]([CH2:11][C:12]([F:15])([F:14])[F:13])[CH2:6][C:7]([F:10])([F:9])[F:8].[Li+].[BH4-]. The catalyst is C1COCC1. The product is [Cl:26][C:23]1[CH:24]=[CH:25][C:20]([S:17]([NH:16][CH:4]([CH2:3][OH:2])[CH:5]([CH2:6][C:7]([F:8])([F:9])[F:10])[CH2:11][C:12]([F:14])([F:13])[F:15])(=[O:18])=[O:19])=[CH:21][CH:22]=1. The yield is 0.670.